Dataset: Reaction yield outcomes from USPTO patents with 853,638 reactions. Task: Predict the reaction yield, written as a fraction of the theoretical maximum amount of product (1.0 means a 100% yield; for example, 0.34 means a 34% yield). (1) The reactants are [CH2:1]([C@@H:8]1[CH2:29][O:28][C:11]2=[C:12]3[C:17](=[CH:18][CH:19]=[C:10]2[NH:9]1)[N:16]=[C:15]([O:20][CH:21]([CH3:23])[CH3:22])[CH:14]=[C:13]3[C:24]([F:27])([F:26])[F:25])[C:2]1[CH:7]=[CH:6][CH:5]=[CH:4][CH:3]=1.[BH4-].[Na+]. The catalyst is C(O)(C(F)(F)F)=O. The product is [CH2:1]([C@@H:8]1[CH2:29][O:28][C:11]2=[C:12]3[C:17](=[CH:18][CH:19]=[C:10]2[N:9]1[CH2:13][C:24]([F:27])([F:26])[F:25])[N:16]=[C:15]([O:20][CH:21]([CH3:23])[CH3:22])[CH:14]=[C:13]3[C:24]([F:25])([F:26])[F:27])[C:2]1[CH:3]=[CH:4][CH:5]=[CH:6][CH:7]=1. The yield is 0.950. (2) The reactants are [CH3:1][C:2]([CH3:35])([CH3:34])[C:3]#[C:4][C:5]1[S:9][C:8]([C:10]([O:12]C)=[O:11])=[C:7]([N:14]([C@H:24]2[CH2:28][CH2:27][N:26]([CH2:29][CH2:30][O:31][CH3:32])[C:25]2=[O:33])[C:15]([C@H:17]2[CH2:22][CH2:21][C@H:20]([CH3:23])[CH2:19][CH2:18]2)=[O:16])[CH:6]=1.O[Li].O.Cl. The catalyst is C1COCC1.O. The product is [CH3:34][C:2]([CH3:1])([CH3:35])[C:3]#[C:4][C:5]1[S:9][C:8]([C:10]([OH:12])=[O:11])=[C:7]([N:14]([C@H:24]2[CH2:28][CH2:27][N:26]([CH2:29][CH2:30][O:31][CH3:32])[C:25]2=[O:33])[C:15]([C@H:17]2[CH2:22][CH2:21][C@H:20]([CH3:23])[CH2:19][CH2:18]2)=[O:16])[CH:6]=1. The yield is 0.410. (3) The reactants are Br[C:2]1[CH:24]=[CH:23][C:5]([CH2:6][NH:7][C:8]([C@@H:10]2[CH2:14][C@@H:13]([OH:15])[CH2:12][N:11]2[C:16]([O:18][C:19]([CH3:22])([CH3:21])[CH3:20])=[O:17])=[O:9])=[CH:4][CH:3]=1.[CH3:25][C:26]1[N:27]=[CH:28][S:29][CH:30]=1.C([O-])(=O)C.[K+].O. The catalyst is CN1CCCC1=O.C([O-])(=O)C.[Pd+2].C([O-])(=O)C. The product is [OH:15][C@H:13]1[CH2:12][N:11]([C:16]([O:18][C:19]([CH3:22])([CH3:21])[CH3:20])=[O:17])[C@H:10]([C:8](=[O:9])[NH:7][CH2:6][C:5]2[CH:23]=[CH:24][C:2]([C:30]3[S:29][CH:28]=[N:27][C:26]=3[CH3:25])=[CH:3][CH:4]=2)[CH2:14]1. The yield is 0.590. (4) The reactants are [NH2:1][C:2]1[C:15]([Br:16])=[CH:14][C:5]2[C:6]([C:9]([O:11]CC)=[O:10])=[CH:7][O:8][C:4]=2[CH:3]=1.O[Li].O.Cl. The catalyst is O1CCOCC1.O. The product is [NH2:1][C:2]1[C:15]([Br:16])=[CH:14][C:5]2[C:6]([C:9]([OH:11])=[O:10])=[CH:7][O:8][C:4]=2[CH:3]=1. The yield is 0.970. (5) The reactants are Cl[C:2]([O:4][C:5]1[CH:10]=[CH:9][CH:8]=[CH:7][CH:6]=1)=[O:3].[C:11]([C:13]1[CH:14]=[C:15]([CH:17]=[CH:18][CH:19]=1)[NH2:16])#[CH:12].N1C=CC=CC=1.O. The catalyst is C1COCC1. The product is [C:11]([C:13]1[CH:14]=[C:15]([NH:16][C:2](=[O:3])[O:4][C:5]2[CH:10]=[CH:9][CH:8]=[CH:7][CH:6]=2)[CH:17]=[CH:18][CH:19]=1)#[CH:12]. The yield is 0.780. (6) The catalyst is C(O)(=O)C. The reactants are [Cl:1][C:2]1[CH:3]=[CH:4][C:5]2[O:9][C:8]([S:10][C:11]3[CH:12]=[CH:13][C:14](=[O:17])[NH:15][N:16]=3)=[C:7]([CH3:18])[C:6]=2[CH:19]=1.C(OO)(=[O:22])C. The yield is 0.730. The product is [Cl:1][C:2]1[CH:3]=[CH:4][C:5]2[O:9][C:8]([S:10]([C:11]3[CH:12]=[CH:13][C:14](=[O:17])[NH:15][N:16]=3)=[O:22])=[C:7]([CH3:18])[C:6]=2[CH:19]=1. (7) The reactants are [CH2:1]([N:3]([CH3:17])[S:4]([C:7]1[CH:8]=[N:9][C:10]([Sn](C)(C)C)=[CH:11][CH:12]=1)(=[O:6])=[O:5])[CH3:2].[NH2:18][C:19]1[C:24]([C:25]2[S:34][C:28]3[C:29](=[O:33])[NH:30][CH2:31][CH2:32][C:27]=3[CH:26]=2)=[CH:23][C:22](Br)=[CH:21][N:20]=1. No catalyst specified. The product is [NH2:18][C:19]1[N:20]=[CH:21][C:22]([C:10]2[CH:11]=[CH:12][C:7]([S:4]([N:3]([CH2:1][CH3:2])[CH3:17])(=[O:6])=[O:5])=[CH:8][N:9]=2)=[CH:23][C:24]=1[C:25]1[S:34][C:28]2[C:29](=[O:33])[NH:30][CH2:31][CH2:32][C:27]=2[CH:26]=1. The yield is 0.530. (8) The reactants are [CH3:1][CH:2]([CH3:10])[C:3](=[O:9])[CH2:4][C:5]([O:7][CH3:8])=[O:6].[CH2:11](O)[CH2:12][OH:13]. The catalyst is C1(C)C=CC=CC=1.CC1C=CC(S(O)(=O)=O)=CC=1. The product is [CH:2]([C:3]1([CH2:4][C:5]([O:7][CH3:8])=[O:6])[O:13][CH2:12][CH2:11][O:9]1)([CH3:10])[CH3:1]. The yield is 0.710. (9) The reactants are [OH:1][CH2:2][CH:3]([CH2:5][OH:6])[OH:4].[C:7](Cl)(=[O:17])[CH2:8][CH2:9][CH2:10][CH2:11][CH2:12][CH2:13][CH2:14][CH2:15][CH3:16].N1C=C[CH:22]=[CH:21][CH:20]=1. The catalyst is COC(C)(C)C. The product is [C:7]([O:1][CH2:2][CH:3]([CH2:5][OH:6])[OH:4])(=[O:17])[CH2:8][CH2:9][CH2:10][CH2:11][CH2:12][CH2:13][CH2:14][CH2:15][CH2:16][CH2:20][CH2:21][CH3:22]. The yield is 0.680. (10) The reactants are [CH:1]([C:3]1[CH:4]=[CH:5][C:6]2[C:15]3[CH:14]=[C:13]4[CH2:16][CH2:17][CH2:18][C:19](=[O:20])[C:12]4=[CH:11][C:10]=3[O:9][CH2:8][C:7]=2[CH:21]=1)=[CH2:2].C1C(=O)N([Br:29])C(=O)C1.[OH2:30]. The catalyst is C1COCC1.CS(C)=O.CCOC(C)=O.O=[Mn]=O. The product is [Br:29][CH2:2][C:1]([C:3]1[CH:4]=[CH:5][C:6]2[C:15]3[CH:14]=[C:13]4[CH2:16][CH2:17][CH2:18][C:19](=[O:20])[C:12]4=[CH:11][C:10]=3[O:9][CH2:8][C:7]=2[CH:21]=1)=[O:30]. The yield is 0.560.